Dataset: Catalyst prediction with 721,799 reactions and 888 catalyst types from USPTO. Task: Predict which catalyst facilitates the given reaction. (1) Reactant: Br[C:2]1[CH:3]=[C:4]([C:18]#[N:19])[S:5][C:6]=1[C:7]1[C:16]2[C:11](=[CH:12][CH:13]=[CH:14][CH:15]=2)[C:10]([CH3:17])=[CH:9][CH:8]=1.[Cl:20][C:21]1[CH:26]=[CH:25][C:24](B(O)O)=[C:23]([CH3:30])[CH:22]=1.[F-].[K+]. Product: [Cl:20][C:21]1[CH:26]=[CH:25][C:24]([C:2]2[CH:3]=[C:4]([C:18]#[N:19])[S:5][C:6]=2[C:7]2[C:16]3[C:11](=[CH:12][CH:13]=[CH:14][CH:15]=3)[C:10]([CH3:17])=[CH:9][CH:8]=2)=[C:23]([CH3:30])[CH:22]=1. The catalyst class is: 110. (2) Reactant: C(O[C:4]1[CH:16]=[CH:15][CH:14]=[CH:13][C:5]=1[CH:6]=[CH:7][C:8]([O:10][CH2:11][CH3:12])=[O:9])C.[H][H].[CH2:19]([OH:21])[CH3:20]. Product: [CH2:19]([O:21][CH:7]([CH2:6][C:5]1[CH:4]=[CH:16][CH:15]=[CH:14][CH:13]=1)[C:8]([O:10][CH2:11][CH3:12])=[O:9])[CH3:20]. The catalyst class is: 45. (3) The catalyst class is: 714. Product: [CH3:28][N:29]1[CH2:5][CH:4]2[CH:3]([C:15]3[CH:16]=[CH:17][CH:18]=[CH:19][C:20]=3[O:14][C:8]3[CH:9]=[CH:10][C:11]([Cl:13])=[CH:12][C:7]=32)[CH2:30]1.[BrH:35]. Reactant: CN1C[CH2:5][C@@H:4]([C:7]2[CH:12]=[C:11]([Cl:13])[CH:10]=[CH:9][C:8]=2[OH:14])[C@@H:3]1[C:15]1[CH:20]=[CH:19][CH:18]=[CH:17][C:16]=1Cl.C(=O)([O-])[O-].[Cs+].[Cs+].[CH3:28][N:29](C)[CH2:30]C(O)=O.[BrH:35]. (4) Reactant: [Cl-].[CH3:2][NH:3][C:4]([CH2:6][P+](C1C=CC=CC=1)(C1C=CC=CC=1)C1C=CC=CC=1)=[O:5].[Li]CCCC.[O:31]1[C:35]2=[N:36][CH:37]=[C:38]([CH:40]=O)[CH:39]=[C:34]2[CH:33]=[CH:32]1. Product: [O:31]1[C:35]2=[N:36][CH:37]=[C:38]([CH:40]=[CH:6][C:4]([NH:3][CH3:2])=[O:5])[CH:39]=[C:34]2[CH:33]=[CH:32]1. The catalyst class is: 1. (5) Reactant: C(O[C:6]([N:8]1[CH2:15][C:14]2[C:13]([I:16])=[N:12][N:11]([C:17]([O:19][CH2:20][CH3:21])=[O:18])[C:10]=2[CH2:9]1)=[O:7])(C)(C)C.FC(F)(F)C(O)=O.C(N(C(C)C)CC)(C)C.C(Cl)(=O)[CH2:39][CH:40]([CH3:42])[CH3:41]. Product: [CH2:20]([O:19][C:17]([N:11]1[C:10]2[CH2:9][N:8]([C:6](=[O:7])[CH2:39][CH:40]([CH3:42])[CH3:41])[CH2:15][C:14]=2[C:13]([I:16])=[N:12]1)=[O:18])[CH3:21]. The catalyst class is: 489. (6) Reactant: [Cl:1][C:2]1[CH:10]=[CH:9][C:8]([C:11]2[N:12]=[C:13]([CH3:16])[S:14][CH:15]=2)=[CH:7][C:3]=1[C:4]([OH:6])=O.[NH2:17][CH2:18][C:19]1([OH:26])[CH2:25][CH2:24][CH2:23][CH2:22][CH2:21][CH2:20]1.ON1C2C=CC=CC=2N=N1.Cl.CN(C)CCCN=C=NCC.C(N(CC)CC)C. Product: [Cl:1][C:2]1[CH:10]=[CH:9][C:8]([C:11]2[N:12]=[C:13]([CH3:16])[S:14][CH:15]=2)=[CH:7][C:3]=1[C:4]([NH:17][CH2:18][C:19]1([OH:26])[CH2:25][CH2:24][CH2:23][CH2:22][CH2:21][CH2:20]1)=[O:6]. The catalyst class is: 42. (7) Reactant: [ClH:1].[F:2][C:3]([F:24])([F:23])[C:4]1[CH:5]=[C:6]([CH:20]=[CH:21][CH:22]=1)[O:7][CH2:8][CH2:9][CH2:10][CH2:11][NH:12][CH2:13][C:14]1[CH:19]=[CH:18][CH:17]=[CH:16][CH:15]=1.C=O.S1C=CC=[CH:28]1.C([O-])(=O)C.[K+].[H][H]. Product: [ClH:1].[CH3:28][N:12]([CH2:11][CH2:10][CH2:9][CH2:8][O:7][C:6]1[CH:20]=[CH:21][CH:22]=[C:4]([C:3]([F:23])([F:24])[F:2])[CH:5]=1)[CH2:13][C:14]1[CH:15]=[CH:16][CH:17]=[CH:18][CH:19]=1. The catalyst class is: 19. (8) Reactant: [CH:1]([C:4]1[N:5]=[C:6]([CH2:9][CH2:10][C:11]2[CH:41]=[CH:40][N:14]3[C:15](=[O:39])[C:16]([C:25]4[N:29](CC5C=CC(OC)=CC=5)[N:28]=[N:27][N:26]=4)=[C:17]([N:19]4[CH2:24][CH2:23][O:22][CH2:21][CH2:20]4)[N:18]=[C:13]3[CH:12]=2)[S:7][CH:8]=1)([CH3:3])[CH3:2].C1(OC)C=CC=CC=1. Product: [CH:1]([C:4]1[N:5]=[C:6]([CH2:9][CH2:10][C:11]2[CH:41]=[CH:40][N:14]3[C:15](=[O:39])[C:16]([C:25]4[NH:29][N:28]=[N:27][N:26]=4)=[C:17]([N:19]4[CH2:24][CH2:23][O:22][CH2:21][CH2:20]4)[N:18]=[C:13]3[CH:12]=2)[S:7][CH:8]=1)([CH3:3])[CH3:2]. The catalyst class is: 55. (9) Reactant: [CH2:1]([C:3]1([CH2:6][CH3:7])[CH2:5][O:4]1)[CH3:2].[Br:8][C:9]1[CH:10]=[C:11]([OH:15])[CH:12]=[CH:13][CH:14]=1.C(=O)([O-])[O-].[Cs+].[Cs+]. Product: [Br:8][C:9]1[CH:10]=[C:11]([CH:12]=[CH:13][CH:14]=1)[O:15][CH2:5][C:3]([OH:4])([CH2:6][CH3:7])[CH2:1][CH3:2]. The catalyst class is: 16. (10) Reactant: [Br:1][C:2]1[CH:7]=[CH:6][C:5]([S:8](Cl)(=[O:10])=[O:9])=[CH:4][CH:3]=1.[NH2:12][C:13]1[CH:14]=[N:15][N:16]([CH3:19])[C:17]=1[CH3:18]. Product: [Br:1][C:2]1[CH:7]=[CH:6][C:5]([S:8]([NH:12][C:13]2[CH:14]=[N:15][N:16]([CH3:19])[C:17]=2[CH3:18])(=[O:10])=[O:9])=[CH:4][CH:3]=1. The catalyst class is: 17.